Task: Regression. Given a peptide amino acid sequence and an MHC pseudo amino acid sequence, predict their binding affinity value. This is MHC class II binding data.. Dataset: Peptide-MHC class II binding affinity with 134,281 pairs from IEDB (1) The peptide sequence is YLFAKDKSGPLQPGV. The MHC is DRB3_0101 with pseudo-sequence DRB3_0101. The binding affinity (normalized) is 0.568. (2) The peptide sequence is WVFSSVQPPKVPILL. The MHC is H-2-IAb with pseudo-sequence H-2-IAb. The binding affinity (normalized) is 0.669. (3) The peptide sequence is LEPVKCDTLLCDIGE. The MHC is DRB1_0404 with pseudo-sequence DRB1_0404. The binding affinity (normalized) is 0.395. (4) The peptide sequence is VLEWRFDSRLAFHHV. The MHC is DRB1_1602 with pseudo-sequence DRB1_1602. The binding affinity (normalized) is 0.566. (5) The peptide sequence is SNMLILNPTQSDSGI. The MHC is HLA-DQA10101-DQB10501 with pseudo-sequence HLA-DQA10101-DQB10501. The binding affinity (normalized) is 0.385. (6) The peptide sequence is SINYRTEIDKPCQHH. The MHC is HLA-DPA10103-DPB10301 with pseudo-sequence HLA-DPA10103-DPB10301. The binding affinity (normalized) is 0.403.